This data is from Catalyst prediction with 721,799 reactions and 888 catalyst types from USPTO. The task is: Predict which catalyst facilitates the given reaction. (1) Reactant: Br[C:2]1[CH:3]=[C:4]2[N:13]([CH3:14])[CH:12]=[CH:11][C:5]2=[N:6][C:7]=1[C@@H:8]([NH2:10])[CH3:9].[C@H:15]12[CH2:21][C@H:18]([NH:19][CH2:20]1)[CH2:17][N:16]2[C:22]([O:24][C:25]([CH3:28])([CH3:27])[CH3:26])=[O:23].CC([O-])(C)C.[K+].C([O-])(O)=O.[Na+]. Product: [NH2:10][C@H:8]([C:7]1[N:6]=[C:5]2[CH:11]=[CH:12][N:13]([CH3:14])[C:4]2=[CH:3][C:2]=1[N:19]1[CH2:20][C@@H:15]2[CH2:21][C@H:18]1[CH2:17][N:16]2[C:22]([O:24][C:25]([CH3:28])([CH3:27])[CH3:26])=[O:23])[CH3:9]. The catalyst class is: 817. (2) Reactant: [F:1][C:2]1[CH:3]=[C:4]([CH:7]=[CH:8][C:9]=1[NH:10][CH2:11][CH2:12][CH2:13][N:14]1[CH2:18][CH2:17][CH2:16][CH2:15]1)[C:5]#N.O.[PH2]([O-])=[O:21].[Na+].N1C=CC=CC=1.C(O)(=O)C. Product: [F:1][C:2]1[CH:3]=[C:4]([CH:7]=[CH:8][C:9]=1[NH:10][CH2:11][CH2:12][CH2:13][N:14]1[CH2:18][CH2:17][CH2:16][CH2:15]1)[CH:5]=[O:21]. The catalyst class is: 769. (3) Reactant: [C:1]([C:5]1[CH:21]=[CH:20][C:8]([CH2:9][O:10][C:11]2[CH:12]=[C:13]([CH:17]=[CH:18][CH:19]=2)[C:14](O)=[O:15])=[CH:7][CH:6]=1)([CH3:4])([CH3:3])[CH3:2].S(Cl)(Cl)=O.[NH2:26][C:27]1[CH:32]=[CH:31][CH:30]=[CH:29][C:28]=1[S:33]([NH2:36])(=[O:35])=[O:34]. Product: [C:1]([C:5]1[CH:21]=[CH:20][C:8]([CH2:9][O:10][C:11]2[CH:12]=[C:13]([CH:17]=[CH:18][CH:19]=2)[C:14]([NH:26][C:27]2[CH:32]=[CH:31][CH:30]=[CH:29][C:28]=2[S:33](=[O:35])(=[O:34])[NH2:36])=[O:15])=[CH:7][CH:6]=1)([CH3:3])([CH3:2])[CH3:4]. The catalyst class is: 48. (4) Reactant: [CH:1]1([C:4]([N:6]2[CH2:10][CH2:9][C@@H:8]([C:11]#[N:12])[CH2:7]2)=[O:5])[CH2:3][CH2:2]1.N. Product: [CH:1]1([C:4]([N:6]2[CH2:10][CH2:9][C@@H:8]([CH2:11][NH2:12])[CH2:7]2)=[O:5])[CH2:2][CH2:3]1. The catalyst class is: 14. (5) Reactant: [C:1]([C:3]1[CH:11]=[CH:10][CH:9]=[CH:8][C:4]=1[C:5]([OH:7])=O)#[N:2].C(Cl)CCl.[CH:16]1[CH:21]=[N:20][C:19]2N(O)N=N[C:18]=2C=1.CCN(C(C)C)C(C)C.N1CCCC1. Product: [N:20]1([C:5]([C:4]2[CH:8]=[CH:9][CH:10]=[CH:11][C:3]=2[C:1]#[N:2])=[O:7])[CH2:19][CH2:18][CH2:16][CH2:21]1. The catalyst class is: 10. (6) Reactant: [OH:1][CH2:2][C:3]1[CH:4]=[C:5]([OH:9])[CH:6]=[CH:7][CH:8]=1.C(=O)([O-])[O-].[K+].[K+].Br[CH:17]([CH3:19])[CH3:18]. Product: [CH:17]([O:9][C:5]1[CH:4]=[C:3]([CH2:2][OH:1])[CH:8]=[CH:7][CH:6]=1)([CH3:19])[CH3:18]. The catalyst class is: 3. (7) Reactant: Cl[CH2:2][C:3]#[N:4].[Cl:5][C:6]1[CH:11]=[CH:10][C:9]([OH:12])=[C:8]([CH:13]2[O:17][CH2:16][CH2:15][O:14]2)[CH:7]=1.C([O-])([O-])=O.[K+].[K+].O. Product: [Cl:5][C:6]1[CH:11]=[CH:10][C:9]([O:12][CH2:2][C:3]#[N:4])=[C:8]([CH:13]2[O:14][CH2:15][CH2:16][O:17]2)[CH:7]=1. The catalyst class is: 3. (8) Reactant: [F:1][C:2]1[CH:22]=[CH:21][C:5]([NH:6][C:7]2[S:11][C:10]3[CH:12]=[CH:13][CH:14]=[CH:15][C:9]=3[C:8]=2[C:16]([O:18][CH2:19][CH3:20])=[O:17])=[C:4]([N+:23]([O-])=O)[CH:3]=1.[H][H]. Product: [NH2:23][C:4]1[CH:3]=[C:2]([F:1])[CH:22]=[CH:21][C:5]=1[NH:6][C:7]1[S:11][C:10]2[CH:12]=[CH:13][CH:14]=[CH:15][C:9]=2[C:8]=1[C:16]([O:18][CH2:19][CH3:20])=[O:17]. The catalyst class is: 849. (9) Reactant: [NH2:1][CH2:2][CH:3]([C:13]1[CH:18]=[CH:17][CH:16]=[CH:15][CH:14]=1)[CH:4]([C:6]1[CH:11]=[CH:10][C:9]([Br:12])=[CH:8][CH:7]=1)[OH:5].C(N(CC)CC)C.[CH3:26][C:27]([O:30][C:31](O[C:31]([O:30][C:27]([CH3:29])([CH3:28])[CH3:26])=[O:32])=[O:32])([CH3:29])[CH3:28]. Product: [Br:12][C:9]1[CH:10]=[CH:11][C:6]([CH:4]([OH:5])[CH:3]([C:13]2[CH:18]=[CH:17][CH:16]=[CH:15][CH:14]=2)[CH2:2][NH:1][C:31](=[O:32])[O:30][C:27]([CH3:29])([CH3:28])[CH3:26])=[CH:7][CH:8]=1. The catalyst class is: 2. (10) Reactant: C[O:2][C:3](=[O:18])[CH2:4][C:5]1[C:6]([F:17])=[C:7]2[C:12](=[CH:13][C:14]=1[F:15])[N:11]=[CH:10][C:9]([Br:16])=[CH:8]2. Product: [Br:16][C:9]1[CH:10]=[N:11][C:12]2[C:7]([CH:8]=1)=[C:6]([F:17])[C:5]([CH2:4][C:3]([OH:18])=[O:2])=[C:14]([F:15])[CH:13]=2. The catalyst class is: 74.